Predict the reaction yield, written as a fraction of the theoretical maximum amount of product (1.0 means a 100% yield; for example, 0.34 means a 34% yield). From a dataset of Reaction yield outcomes from USPTO patents with 853,638 reactions. The reactants are [Cl:1][C:2]1[CH:3]=[N:4][CH:5]=[C:6]([Cl:10])[C:7]=1[CH:8]=O.Cl.[NH2:12][OH:13].[OH-].[Na+].Cl. The catalyst is C(OCC)C.C(O)C.O. The product is [Cl:1][C:2]1[CH:3]=[N:4][CH:5]=[C:6]([Cl:10])[C:7]=1[CH:8]=[N:12][OH:13]. The yield is 0.880.